Dataset: Forward reaction prediction with 1.9M reactions from USPTO patents (1976-2016). Task: Predict the product of the given reaction. (1) Given the reactants S(=NC(N)=O)(=O)=O.[NH2:8][C:9]1[CH:14]=[CH:13][C:12]([N:15]2[C:20](=[O:21])[C:19]3[CH:22]=[C:23]([Cl:28])[C:24]([NH:26][CH3:27])=[CH:25][C:18]=3[O:17][CH2:16]2)=[CH:11][CH:10]=1.C([O:31][C:32](=O)[NH:33][S:34]([C:37]1[S:38][C:39]([Cl:42])=[CH:40][CH:41]=1)(=[O:36])=[O:35])C, predict the reaction product. The product is: [Cl:42][C:39]1[S:38][C:37]([S:34]([NH:33][C:32]([NH:8][C:9]2[CH:10]=[CH:11][C:12]([N:15]3[C:20](=[O:21])[C:19]4[CH:22]=[C:23]([Cl:28])[C:24]([NH:26][CH3:27])=[CH:25][C:18]=4[O:17][CH2:16]3)=[CH:13][CH:14]=2)=[O:31])(=[O:36])=[O:35])=[CH:41][CH:40]=1. (2) Given the reactants [Cl:1][C:2]1[C:3]([NH:8][NH2:9])=[N:4][CH:5]=[CH:6][CH:7]=1.C(N(CC)CC)C.[F:17][C:18]([F:34])([F:33])[C:19]([C:29](F)(F)[F:30])=[C:20](F)[C:21]([F:27])([F:26])[C:22]([F:25])([F:24])[F:23], predict the reaction product. The product is: [Cl:1][C:2]1[C:3]([N:8]2[C:29]([F:30])=[C:19]([C:18]([F:34])([F:33])[F:17])[C:20]([C:21]([F:26])([F:27])[C:22]([F:23])([F:24])[F:25])=[N:9]2)=[N:4][CH:5]=[CH:6][CH:7]=1. (3) Given the reactants [OH:1][C:2]1[CH:3]=[N:4][C:5]([C:8]2[CH:9]=[C:10]([CH:32]=[CH:33][CH:34]=2)[CH2:11][C:12]2[C:17](=[O:18])[CH:16]=[CH:15][N:14]([C:19]3[CH:20]=[N:21][N:22](COCC[Si](C)(C)C)[CH:23]=3)[N:13]=2)=[N:6][CH:7]=1.Cl, predict the reaction product. The product is: [OH:1][C:2]1[CH:3]=[N:4][C:5]([C:8]2[CH:9]=[C:10]([CH:32]=[CH:33][CH:34]=2)[CH2:11][C:12]2[C:17](=[O:18])[CH:16]=[CH:15][N:14]([C:19]3[CH:23]=[N:22][NH:21][CH:20]=3)[N:13]=2)=[N:6][CH:7]=1. (4) Given the reactants [C:1]([N:4]1[C:13]2[C:8](=[CH:9][CH:10]=[CH:11][CH:12]=2)[C@H:7]([NH:14]C(=O)OCC2C=CC=CC=2)[C@@H:6]([CH3:25])[C@@H:5]1[CH2:26][O:27][Si:28]([C:31]([CH3:34])([CH3:33])[CH3:32])([CH3:30])[CH3:29])(=[O:3])[CH3:2], predict the reaction product. The product is: [NH2:14][C@H:7]1[C:8]2[C:13](=[CH:12][CH:11]=[CH:10][CH:9]=2)[N:4]([C:1](=[O:3])[CH3:2])[C@@H:5]([CH2:26][O:27][Si:28]([C:31]([CH3:34])([CH3:33])[CH3:32])([CH3:30])[CH3:29])[C@@H:6]1[CH3:25]. (5) Given the reactants [NH2:1][C:2]1[NH:6][N:5]=[C:4]([NH:7][C:8]2[CH:13]=[CH:12][CH:11]=[C:10]([Cl:14])[CH:9]=2)[C:3]=1[C:15]#[N:16].[OH:17][CH2:18][CH2:19][O:20][C:21]1[CH:28]=[CH:27][C:24]([CH:25]=O)=[CH:23][CH:22]=1.N1CCCCC1.[BH4-].[Na+], predict the reaction product. The product is: [Cl:14][C:10]1[CH:9]=[C:8]([NH:7][C:4]2[C:3]([C:15]#[N:16])=[C:2]([NH:1][CH2:25][C:24]3[CH:23]=[CH:22][C:21]([O:20][CH2:19][CH2:18][OH:17])=[CH:28][CH:27]=3)[NH:6][N:5]=2)[CH:13]=[CH:12][CH:11]=1. (6) Given the reactants [N:1]1C=CC=C[CH:2]=1.[O:7]([CH2:14][CH2:15]N)[C:8]1[CH:13]=[CH:12][CH:11]=[CH:10][CH:9]=1.[CH:17]1([CH3:29])[CH2:22][CH2:21][CH:20]([CH:23]([CH3:25])[CH3:24])[CH:19]([C:26](Cl)=[O:27])[CH2:18]1.O1CCC[CH2:31]1, predict the reaction product. The product is: [CH:23]([C@@H:20]1[CH2:21][CH2:22][C@@H:17]([CH3:29])[CH2:18][C@H:19]1[C:26]([NH:1][CH2:2][CH2:15][CH2:14][O:7][C:8]1[CH:9]=[CH:10][CH:11]=[CH:12][C:13]=1[CH3:31])=[O:27])([CH3:25])[CH3:24]. (7) Given the reactants Cl[CH2:2][C:3]1[CH:21]=[CH:20][C:6]([O:7][CH2:8][C:9]2[N:10]=[C:11]([C:15]3[O:16][CH:17]=[CH:18][CH:19]=3)[O:12][C:13]=2[CH3:14])=[C:5]([O:22][CH3:23])[CH:4]=1.[OH:24][C:25]1[C:29]([CH2:30][CH:31]2[S:35][C:34](=[O:36])[NH:33][C:32]2=[O:37])=[CH:28][N:27]([C:38]2[CH:43]=[CH:42][CH:41]=[CH:40][CH:39]=2)[N:26]=1.[CH3:44]N(C)C=O.[H-].[Na+], predict the reaction product. The product is: [O:16]1[CH:17]=[CH:18][CH:19]=[C:15]1[C:11]1[O:12][C:13]([CH3:14])=[C:9]([CH2:8][O:7][C:6]2[CH:20]=[CH:21][C:3]([CH2:2][O:24][C:25]3[C:29]([CH2:30][CH:31]4[S:35][C:34](=[O:36])[N:33]([CH3:44])[C:32]4=[O:37])=[CH:28][N:27]([C:38]4[CH:39]=[CH:40][CH:41]=[CH:42][CH:43]=4)[N:26]=3)=[CH:4][C:5]=2[O:22][CH3:23])[N:10]=1. (8) Given the reactants [CH3:1][C:2]([Si:5]([CH3:29])([CH3:28])[O:6][CH2:7][C@@H:8]([O:10][C:11]1[CH:12]=[C:13]([CH:24]=[C:25]([OH:27])[CH:26]=1)[C:14]([NH:16][C:17]1[CH:22]=[N:21][C:20]([CH3:23])=[CH:19][N:18]=1)=[O:15])[CH3:9])([CH3:4])[CH3:3].[N:30]1([C:34]([C:36]2[CH:41]=[N:40][C:39](Cl)=[CH:38][N:37]=2)=[O:35])[CH2:33][CH2:32][CH2:31]1.C(=O)([O-])[O-].[K+].[K+].C(OCC)(=O)C, predict the reaction product. The product is: [N:30]1([C:34]([C:36]2[N:37]=[CH:38][C:39]([O:27][C:25]3[CH:24]=[C:13]([CH:12]=[C:11]([O:10][C@@H:8]([CH3:9])[CH2:7][O:6][Si:5]([C:2]([CH3:3])([CH3:4])[CH3:1])([CH3:28])[CH3:29])[CH:26]=3)[C:14]([NH:16][C:17]3[CH:22]=[N:21][C:20]([CH3:23])=[CH:19][N:18]=3)=[O:15])=[N:40][CH:41]=2)=[O:35])[CH2:33][CH2:32][CH2:31]1. (9) Given the reactants [CH3:1][O:2][C:3](=[O:37])[CH:4]([C:9]1[CH:10]=[C:11]([C:23]2[CH:28]=[C:27]([C:29]([F:32])([F:31])[F:30])[CH:26]=[C:25]([C:33]([F:36])([F:35])[F:34])[CH:24]=2)[CH:12]=[C:13](OS(C(F)(F)F)(=O)=O)[CH:14]=1)[CH2:5][CH:6]([CH3:8])[CH3:7].[F:38][C:39]([F:52])([F:51])[C:40]1[CH:41]=[C:42]([CH:44]=[C:45]([C:47]([F:50])([F:49])[F:48])[CH:46]=1)[NH2:43], predict the reaction product. The product is: [CH3:1][O:2][C:3](=[O:37])[CH:4]([C:9]1[CH:10]=[C:11]([C:23]2[CH:28]=[C:27]([C:29]([F:30])([F:32])[F:31])[CH:26]=[C:25]([C:33]([F:34])([F:35])[F:36])[CH:24]=2)[CH:12]=[C:13]([NH:43][C:42]2[CH:44]=[C:45]([C:47]([F:48])([F:49])[F:50])[CH:46]=[C:40]([C:39]([F:38])([F:51])[F:52])[CH:41]=2)[CH:14]=1)[CH2:5][CH:6]([CH3:7])[CH3:8].